Dataset: Full USPTO retrosynthesis dataset with 1.9M reactions from patents (1976-2016). Task: Predict the reactants needed to synthesize the given product. (1) Given the product [CH3:1][O:2][C:3]1[CH:4]=[C:5]([CH:19]=[CH:20][C:21]=1[O:22][CH3:23])[CH2:6][NH:7][C:8]1[CH:13]=[C:12]([C:32]2[CH:37]=[CH:36][N:35]=[CH:34][C:33]=2[NH2:38])[CH:11]=[C:10]([C:15]([F:18])([F:17])[F:16])[N:9]=1, predict the reactants needed to synthesize it. The reactants are: [CH3:1][O:2][C:3]1[CH:4]=[C:5]([CH:19]=[CH:20][C:21]=1[O:22][CH3:23])[CH2:6][NH:7][C:8]1[CH:13]=[C:12](I)[CH:11]=[C:10]([C:15]([F:18])([F:17])[F:16])[N:9]=1.CC1(C)C(C)(C)OB([C:32]2[CH:37]=[CH:36][N:35]=[CH:34][C:33]=2[NH2:38])O1. (2) Given the product [Cl:1][C:2]1[C:3]([O:10][CH3:11])=[C:4]2[N:9]=[C:25]([C:24]3[CH:23]=[CH:22][C:21]([O:20][CH2:19][CH2:18][N:12]4[CH2:17][CH2:16][CH2:15][CH2:14][CH2:13]4)=[CH:28][CH:27]=3)[NH:8][C:5]2=[N:6][CH:7]=1, predict the reactants needed to synthesize it. The reactants are: [Cl:1][C:2]1[C:3]([O:10][CH3:11])=[C:4]([NH2:9])[C:5]([NH2:8])=[N:6][CH:7]=1.[N:12]1([CH2:18][CH2:19][O:20][C:21]2[CH:28]=[CH:27][C:24]([CH:25]=O)=[CH:23][CH:22]=2)[CH2:17][CH2:16][CH2:15][CH2:14][CH2:13]1. (3) Given the product [C:31]([O:30][C:28]([N:35]1[CH2:40][CH2:39][CH2:38][CH2:37][CH:36]1[CH2:41][CH2:42][O:1][C:2]1[CH:3]=[C:4]2[C:9](=[CH:10][CH:11]=1)[N:8]=[C:7]([C:12]1[CH:17]=[CH:16][CH:15]=[C:14]([O:18][CH3:19])[CH:13]=1)[N:6]([CH2:20][C:21](=[O:22])[NH:23][CH:24]([CH3:25])[CH3:26])[C:5]2=[O:27])=[O:29])([CH3:34])([CH3:33])[CH3:32], predict the reactants needed to synthesize it. The reactants are: [OH:1][C:2]1[CH:3]=[C:4]2[C:9](=[CH:10][CH:11]=1)[N:8]=[C:7]([C:12]1[CH:17]=[CH:16][CH:15]=[C:14]([O:18][CH3:19])[CH:13]=1)[N:6]([CH2:20][C:21]([NH:23][CH:24]([CH3:26])[CH3:25])=[O:22])[C:5]2=[O:27].[C:28]([N:35]1[CH2:40][CH2:39][CH2:38][CH2:37][CH:36]1[CH2:41][CH2:42]O)([O:30][C:31]([CH3:34])([CH3:33])[CH3:32])=[O:29].C1(P(C2C=CC=CC=2)C2C=CC=CC=2)C=CC=CC=1.CC(OC(/N=N/C(OC(C)C)=O)=O)C. (4) Given the product [N:20]1([C:2]2[S:3][C:4]3[C:10]([N+:11]([O-:13])=[O:12])=[CH:9][CH:8]=[CH:7][C:5]=3[N:6]=2)[CH2:25][CH2:24][O:23][CH2:22][CH2:21]1, predict the reactants needed to synthesize it. The reactants are: Br[C:2]1[S:3][C:4]2[C:10]([N+:11]([O-:13])=[O:12])=[CH:9][CH:8]=[CH:7][C:5]=2[N:6]=1.C(=O)([O-])[O-].[K+].[K+].[NH:20]1[CH2:25][CH2:24][O:23][CH2:22][CH2:21]1. (5) The reactants are: [CH3:1][C:2]1([CH3:15])[C:11]2[C:6](=[CH:7][C:8]([N+:12]([O-:14])=[O:13])=[CH:9][CH:10]=2)[CH2:5][NH:4][CH2:3]1.CCN(C(C)C)C(C)C.[CH3:25][C:26](OC(C)=O)=[O:27]. Given the product [CH3:1][C:2]1([CH3:15])[C:11]2[C:6](=[CH:7][C:8]([N+:12]([O-:14])=[O:13])=[CH:9][CH:10]=2)[CH2:5][N:4]([C:26](=[O:27])[CH3:25])[CH2:3]1, predict the reactants needed to synthesize it. (6) Given the product [NH2:21][C:18]1[CH:17]=[CH:16][C:15]([C:14]([C:11]2[CH:10]=[C:9]3[C:8]([CH2:29][C:30](=[O:31])[NH:25]3)=[CH:13][CH:12]=2)=[O:24])=[CH:20][CH:19]=1, predict the reactants needed to synthesize it. The reactants are: C(O[C:8]1[CH:13]=[CH:12][C:11]([C:14](=[O:24])[C:15]2[CH:20]=[CH:19][C:18]([N+:21]([O-])=O)=[CH:17][CH:16]=2)=[CH:10][C:9]=1[N+:25]([O-])=O)(=O)CC([O-])=O.Cl.[CH3:29][CH2:30][OH:31]. (7) Given the product [Br:8][C:9]1[CH:14]=[CH:13][C:12]([O:15][Si:16]([C:29]([CH3:31])([CH3:32])[CH3:30])([C:23]2[CH:24]=[CH:25][CH:26]=[CH:27][CH:28]=2)[C:17]2[CH:18]=[CH:19][CH:20]=[CH:21][CH:22]=2)=[CH:11][C:10]=1[NH:33][CH2:34][CH2:35][NH2:36], predict the reactants needed to synthesize it. The reactants are: FC(F)(F)C(O)=O.[Br:8][C:9]1[CH:14]=[CH:13][C:12]([O:15][Si:16]([C:29]([CH3:32])([CH3:31])[CH3:30])([C:23]2[CH:28]=[CH:27][CH:26]=[CH:25][CH:24]=2)[C:17]2[CH:22]=[CH:21][CH:20]=[CH:19][CH:18]=2)=[CH:11][C:10]=1[NH:33][CH2:34][CH2:35][NH:36]C(OC(C)(C)C)=O. (8) Given the product [CH:33]1([O:37][C:29]2[N:28]=[CH:27][C:26]([C:24]3[CH:23]=[CH:22][N:21]=[C:20]([C:18]([NH:17][C:13]4[CH:14]=[CH:15][CH:16]=[C:11]([C:7]5[N:6]([CH:3]6[CH2:5][CH2:4]6)[CH:10]=[N:9][N:8]=5)[CH:12]=4)=[O:19])[CH:25]=3)=[CH:31][CH:30]=2)[CH2:36][CH2:35][CH2:34]1, predict the reactants needed to synthesize it. The reactants are: [H-].[Na+].[CH:3]1([N:6]2[CH:10]=[N:9][N:8]=[C:7]2[C:11]2[CH:12]=[C:13]([NH:17][C:18]([C:20]3[CH:25]=[C:24]([C:26]4[CH:27]=[N:28][C:29](F)=[CH:30][CH:31]=4)[CH:23]=[CH:22][N:21]=3)=[O:19])[CH:14]=[CH:15][CH:16]=2)[CH2:5][CH2:4]1.[CH:33]1([OH:37])[CH2:36][CH2:35][CH2:34]1. (9) Given the product [F:12][C:8]1[CH:7]=[C:3]2[C:2](=[C:10]([CH3:11])[CH:9]=1)[N:1]=[C:24]([C:23]1[CH:22]=[CH:21][C:20]([N:17]3[CH2:16][CH2:15][N:14]([CH3:13])[CH2:19][CH2:18]3)=[CH:27][CH:26]=1)[NH:6][C:4]2=[O:5], predict the reactants needed to synthesize it. The reactants are: [NH2:1][C:2]1[C:10]([CH3:11])=[CH:9][C:8]([F:12])=[CH:7][C:3]=1[C:4]([NH2:6])=[O:5].[CH3:13][N:14]1[CH2:19][CH2:18][N:17]([C:20]2[CH:27]=[CH:26][C:23]([CH:24]=O)=[CH:22][CH:21]=2)[CH2:16][CH2:15]1.S(OS([O-])=O)([O-])=O.[Na+].[Na+].